This data is from Forward reaction prediction with 1.9M reactions from USPTO patents (1976-2016). The task is: Predict the product of the given reaction. (1) Given the reactants [H-].[Na+].[OH:3][CH:4]1[CH2:8][CH2:7][CH:6]([C:9]([O:11][CH3:12])=[O:10])[CH2:5]1.[CH:13](NC(C)C)(C)C.[Li]CCCC.[Li+].CC([N-]C(C)C)C.CI, predict the reaction product. The product is: [OH:3][CH:4]1[CH2:8][CH2:7][C:6]([CH3:13])([C:9]([O:11][CH3:12])=[O:10])[CH2:5]1. (2) Given the reactants Cl[C:2]1[CH:7]=[CH:6][CH:5]=[C:4]([CH3:8])[N:3]=1.[C:9]([N:12]1[C:21]2[C:16](=[CH:17][C:18]([C:22]3[CH2:27][CH2:26][N:25]([C:28]([O:30][C:31]([CH3:34])([CH3:33])[CH3:32])=[O:29])[CH2:24][CH:23]=3)=[CH:19][CH:20]=2)[C@H:15]([NH2:35])[C@@H:14]([CH3:36])[C@@H:13]1[CH:37]1[CH2:39][CH2:38]1)(=[O:11])[CH3:10].CN(C1C(C2C(P(C3CCCCC3)C3CCCCC3)=CC=CC=2)=CC=CC=1)C.CC(C)([O-])C.[Na+], predict the reaction product. The product is: [C:9]([N:12]1[C:21]2[C:16](=[CH:17][C:18]([C:22]3[CH2:27][CH2:26][N:25]([C:28]([O:30][C:31]([CH3:34])([CH3:33])[CH3:32])=[O:29])[CH2:24][CH:23]=3)=[CH:19][CH:20]=2)[C@H:15]([NH:35][C:2]2[CH:7]=[CH:6][CH:5]=[C:4]([CH3:8])[N:3]=2)[C@@H:14]([CH3:36])[C@@H:13]1[CH:37]1[CH2:38][CH2:39]1)(=[O:11])[CH3:10]. (3) Given the reactants [Cl:1][C:2]1[CH:3]=[C:4]([CH:20]=[CH:21][CH:22]=1)[CH2:5][NH:6][C:7](=[O:19])[C:8]1[CH:13]=[CH:12][C:11]([CH:14]=O)=[C:10]([N+:16]([O-])=O)[CH:9]=1.[CH3:23][O:24][C:25]1[CH:30]=[CH:29][C:28]([CH:31]([N:34]2[CH2:38][CH2:37][CH2:36][CH2:35]2)[CH2:32][NH2:33])=[CH:27][CH:26]=1.N1C2C(=CC=CC=2)C=N1, predict the reaction product. The product is: [Cl:1][C:2]1[CH:3]=[C:4]([CH:20]=[CH:21][CH:22]=1)[CH2:5][NH:6][C:7]([C:8]1[CH:13]=[CH:12][C:11]2[C:10]([CH:9]=1)=[N:16][N:33]([CH2:32][CH:31]([C:28]1[CH:27]=[CH:26][C:25]([O:24][CH3:23])=[CH:30][CH:29]=1)[N:34]1[CH2:38][CH2:37][CH2:36][CH2:35]1)[CH:14]=2)=[O:19]. (4) Given the reactants Br[C:2]1[CH:3]=[C:4]2[C:9](=[CH:10][CH:11]=1)[N:8]=[CH:7][CH:6]=[C:5]2[N:12]([CH2:15][CH3:16])[CH2:13][CH3:14].C([Li])CCC.CN(C)[CH:24]=[O:25], predict the reaction product. The product is: [CH2:13]([N:12]([CH2:15][CH3:16])[C:5]1[C:4]2[C:9](=[CH:10][CH:11]=[C:2]([CH:24]=[O:25])[CH:3]=2)[N:8]=[CH:7][CH:6]=1)[CH3:14]. (5) Given the reactants Cl[C:2]1[N:3]=[CH:4][C:5]2[CH:10]=[C:9]([C:11]3[CH:16]=[CH:15][CH:14]=[CH:13][C:12]=3[Cl:17])[N:8]([CH2:18][C@@H:19]3[CH2:24][CH2:23][CH2:22][N:21]([C:25]([O:27][C:28]([CH3:31])([CH3:30])[CH3:29])=[O:26])[CH2:20]3)[C:6]=2[N:7]=1.[F:32][C:33]1[CH:34]=[C:35]([CH:38]=[CH:39][C:40]=1[F:41])[CH2:36][NH2:37], predict the reaction product. The product is: [Cl:17][C:12]1[CH:13]=[CH:14][CH:15]=[CH:16][C:11]=1[C:9]1[N:8]([CH2:18][C@@H:19]2[CH2:24][CH2:23][CH2:22][N:21]([C:25]([O:27][C:28]([CH3:31])([CH3:30])[CH3:29])=[O:26])[CH2:20]2)[C:6]2[N:7]=[C:2]([NH:37][CH2:36][C:35]3[CH:38]=[CH:39][C:40]([F:41])=[C:33]([F:32])[CH:34]=3)[N:3]=[CH:4][C:5]=2[CH:10]=1. (6) Given the reactants C(N(CC)C(C)C)(C)C.[CH3:10][Si:11]([CH3:18])([CH3:17])[CH2:12][CH2:13][O:14][CH2:15]Cl.[Cl:19][C:20]1[CH:21]=[C:22]2[N:48]([CH2:49][O:50][CH2:51][CH2:52][Si:53]([CH3:56])([CH3:55])[CH3:54])[C:47]([S:57]([CH3:60])(=[O:59])=[O:58])=[N:46][C:23]2=[N:24][C:25]=1[C:26]1[CH:31]=[CH:30][C:29]([C:32]2[CH:37]=[CH:36][C:35]([C:38]([N:40]3[CH2:44][CH2:43][C@@H:42]([OH:45])[CH2:41]3)=[O:39])=[CH:34][CH:33]=2)=[CH:28][CH:27]=1, predict the reaction product. The product is: [Cl:19][C:20]1[CH:21]=[C:22]2[N:48]([CH2:49][O:50][CH2:51][CH2:52][Si:53]([CH3:55])([CH3:56])[CH3:54])[C:47]([S:57]([CH3:60])(=[O:59])=[O:58])=[N:46][C:23]2=[N:24][C:25]=1[C:26]1[CH:27]=[CH:28][C:29]([C:32]2[CH:37]=[CH:36][C:35]([C:38]([N:40]3[CH2:44][CH2:43][C@@H:42]([O:45][CH2:15][O:14][CH2:13][CH2:12][Si:11]([CH3:18])([CH3:17])[CH3:10])[CH2:41]3)=[O:39])=[CH:34][CH:33]=2)=[CH:30][CH:31]=1. (7) Given the reactants [CH3:1][O:2][C:3]1[CH:8]=[C:7]([CH3:9])[C:6]([S:10]([N:13]([CH3:28])[CH2:14][C:15]2[O:16][C:17]([C:20]([N:22]3[CH2:27][CH2:26][NH:25][CH2:24][CH2:23]3)=[O:21])=[N:18][N:19]=2)(=[O:12])=[O:11])=[C:5]([CH3:29])[CH:4]=1.[CH3:30][N:31]1[C:35]([CH:36]=O)=[CH:34][N:33]=[CH:32]1.ClCCCl, predict the reaction product. The product is: [CH3:1][O:2][C:3]1[CH:8]=[C:7]([CH3:9])[C:6]([S:10]([N:13]([CH3:28])[CH2:14][C:15]2[O:16][C:17]([C:20]([N:22]3[CH2:23][CH2:24][N:25]([CH2:36][C:35]4[N:31]([CH3:30])[CH:32]=[N:33][CH:34]=4)[CH2:26][CH2:27]3)=[O:21])=[N:18][N:19]=2)(=[O:11])=[O:12])=[C:5]([CH3:29])[CH:4]=1. (8) Given the reactants [C:1]([C:3]1[C:4]([N:18]2[CH2:23][CH2:22][NH:21][CH2:20][CH2:19]2)=[N:5][C:6]([C:14]([F:17])([F:16])[F:15])=[C:7]([CH:13]=1)[C:8]([O:10][CH2:11][CH3:12])=[O:9])#[N:2].[CH2:24]([O:26][C:27]1[CH:32]=[CH:31][CH:30]=[CH:29][C:28]=1[N:33]=[C:34]=[O:35])[CH3:25], predict the reaction product. The product is: [C:1]([C:3]1[C:4]([N:18]2[CH2:23][CH2:22][N:21]([C:34]([NH:33][C:28]3[CH:29]=[CH:30][CH:31]=[CH:32][C:27]=3[O:26][CH2:24][CH3:25])=[O:35])[CH2:20][CH2:19]2)=[N:5][C:6]([C:14]([F:15])([F:17])[F:16])=[C:7]([CH:13]=1)[C:8]([O:10][CH2:11][CH3:12])=[O:9])#[N:2]. (9) Given the reactants Br[C:2]1[N:19]([CH2:20][C@H:21]2[CH2:26][CH2:25][C@H:24]([CH3:27])[CH2:23][CH2:22]2)[C:5]2[C:6]([C:12]3[CH:13]=[N:14][CH:15]=[C:16]([Cl:18])[CH:17]=3)=[N:7][C:8]([C:10]#[N:11])=[CH:9][C:4]=2[N:3]=1.[C:28]([Si:32]([CH3:47])([CH3:46])[O:33][CH2:34][C:35](B1OC(C)(C)C(C)(C)O1)=[CH2:36])([CH3:31])([CH3:30])[CH3:29].P([O-])([O-])([O-])=O.[K+].[K+].[K+].O, predict the reaction product. The product is: [Si:32]([O:33][CH2:34][C:35]([C:2]1[N:19]([CH2:20][C@H:21]2[CH2:26][CH2:25][C@H:24]([CH3:27])[CH2:23][CH2:22]2)[C:5]2[C:6]([C:12]3[CH:13]=[N:14][CH:15]=[C:16]([Cl:18])[CH:17]=3)=[N:7][C:8]([C:10]#[N:11])=[CH:9][C:4]=2[N:3]=1)=[CH2:36])([C:28]([CH3:29])([CH3:30])[CH3:31])([CH3:46])[CH3:47]. (10) Given the reactants [Cl:1][C:2]1[S:3][C:4]([S:16](=[O:30])(=[O:29])[NH:17][C:18]2[CH:23]=[CH:22][C:21]([C:24]([O:26][CH3:27])=[O:25])=[C:20]([OH:28])[CH:19]=2)=[CH:5][C:6]=1[C:7]1[CH:8]=[C:9]([CH:13]=[CH:14][CH:15]=1)[C:10]([OH:12])=[O:11].C(N1C=CN=C1)(N1C=CN=C1)=O.N1C=C[CH:46]=[CH:45][CH:44]=1.CC(O)C, predict the reaction product. The product is: [Cl:1][C:2]1[S:3][C:4]([S:16]([NH:17][C:18]2[CH:23]=[CH:22][C:21]([C:24]([O:26][CH3:27])=[O:25])=[C:20]([OH:28])[CH:19]=2)(=[O:30])=[O:29])=[CH:5][C:6]=1[C:7]1[CH:15]=[CH:14][CH:13]=[C:9]([C:10]([O:12][CH:45]([CH3:46])[CH3:44])=[O:11])[CH:8]=1.